Dataset: Forward reaction prediction with 1.9M reactions from USPTO patents (1976-2016). Task: Predict the product of the given reaction. (1) Given the reactants [NH2:1][S:2]([O:5][CH2:6][C@H:7]1[C@@H:11]([OH:12])[CH2:10][C@H:9]([N:13]2[C:17]3[N:18]=[CH:19][N:20]=[C:21]([C:22]4[N:23](C(OC(C)(C)C)=O)[C:24]5[C:29]([CH:30]=4)=[CH:28][C:27]([O:31][CH3:32])=[CH:26][CH:25]=5)[C:16]=3[CH:15]=[CH:14]2)[CH2:8]1)(=[O:4])=[O:3].CO.C(=O)([O-])[O-].[K+].[K+], predict the reaction product. The product is: [S:2](=[O:4])(=[O:3])([O:5][CH2:6][C@@H:7]1[CH2:8][C@@H:9]([N:13]2[C:17]3[N:18]=[CH:19][N:20]=[C:21]([C:22]4[NH:23][C:24]5[C:29]([CH:30]=4)=[CH:28][C:27]([O:31][CH3:32])=[CH:26][CH:25]=5)[C:16]=3[CH:15]=[CH:14]2)[CH2:10][C@@H:11]1[OH:12])[NH2:1]. (2) Given the reactants Br[C:2]1[CH:3]=[CH:4][C:5]([F:9])=[C:6]([CH3:8])[CH:7]=1.C([Li])(C)(C)C.CN(C)[CH:17]=[O:18].Cl, predict the reaction product. The product is: [F:9][C:5]1[CH:4]=[CH:3][C:2]([CH:17]=[O:18])=[CH:7][C:6]=1[CH3:8]. (3) Given the reactants C([O:5][C:6]([CH:8]1[CH:12]([C:13]2[CH:18]=[CH:17][CH:16]=[C:15]([Cl:19])[CH:14]=2)[C:11]([C:22]2[CH:27]=[CH:26][C:25]([Cl:28])=[CH:24][CH:23]=2)([C:20]#[N:21])[CH:10]([CH:29]2[CH2:34][CH2:33][CH2:32][CH2:31][CH2:30]2)[NH:9]1)=[O:7])(C)(C)C.[F:35][C:36]([F:41])([F:40])[C:37]([OH:39])=[O:38], predict the reaction product. The product is: [F:35][C:36]([F:41])([F:40])[C:37]([OH:39])=[O:38].[Cl:19][C:15]1[CH:14]=[C:13]([CH:12]2[C:11]([C:22]3[CH:27]=[CH:26][C:25]([Cl:28])=[CH:24][CH:23]=3)([C:20]#[N:21])[CH:10]([CH:29]3[CH2:34][CH2:33][CH2:32][CH2:31][CH2:30]3)[NH:9][CH:8]2[C:6]([OH:7])=[O:5])[CH:18]=[CH:17][CH:16]=1. (4) Given the reactants [CH3:1][N:2]1[C@@H:19]2[CH2:20][C:7]3[CH:8]=[CH:9][C:10]([O:22][CH3:23])=[C:11]4[O:12][C@H:13]5[C:14]([CH2:16][CH2:17][C@:18]2([OH:21])[C@:5]5([C:6]=34)[CH2:4][CH2:3]1)=[O:15].CN1[C@@H]2CC3C=CC(OC)=C4O[C@H]5C(OC)=CC=C2[C@]5(C=34)CC1.[O-]C(C(C(C(O)=O)O)O)=O.CN1[C@@H]2CC3C=CC(OC)=C4O[C@H]5C(C=C[C@@H]2[C@]5(C=34)CC1)=O.OO.C(OO)(=O)C, predict the reaction product. The product is: [CH3:1][N:2]1[C@@H:19]2[CH2:20][C:7]3[CH:8]=[CH:9][C:10]([O:22][CH3:23])=[C:11]4[O:12][CH:13]5[C:14]([CH:16]=[CH:17][C@:18]2([OH:21])[C@:5]5([C:6]=34)[CH2:4][CH2:3]1)=[O:15].